From a dataset of Catalyst prediction with 721,799 reactions and 888 catalyst types from USPTO. Predict which catalyst facilitates the given reaction. (1) Reactant: [NH2:1][C:2]1[C:3]([Cl:19])=[C:4]([C:15]([F:18])=[CH:16][CH:17]=1)[C:5]([O:7][CH2:8][C:9]1[CH:14]=[CH:13][CH:12]=[CH:11][CH:10]=1)=[O:6].C(N([CH2:25][CH3:26])CC)C.[CH2:27]([S:30](Cl)(=[O:32])=[O:31])[CH2:28][CH3:29]. Product: [Cl:19][C:3]1[C:2]([N:1]([S:30]([CH2:27][CH2:25][CH3:26])(=[O:32])=[O:31])[S:30]([CH2:27][CH2:28][CH3:29])(=[O:32])=[O:31])=[CH:17][CH:16]=[C:15]([F:18])[C:4]=1[C:5]([O:7][CH2:8][C:9]1[CH:14]=[CH:13][CH:12]=[CH:11][CH:10]=1)=[O:6]. The catalyst class is: 4. (2) Reactant: [Br:1][C:2]1[C:7]([N+:8]([O-:10])=[O:9])=[CH:6][C:5]([OH:11])=[C:4]([CH:12]2[CH2:17][CH2:16][CH2:15][CH2:14][CH2:13]2)[CH:3]=1.C([O-])([O-])=O.[Cs+].[Cs+].[CH2:24](Br)[C:25]1[CH:30]=[CH:29][CH:28]=[CH:27][CH:26]=1. Product: [CH2:24]([O:11][C:5]1[CH:6]=[C:7]([N+:8]([O-:10])=[O:9])[C:2]([Br:1])=[CH:3][C:4]=1[CH:12]1[CH2:17][CH2:16][CH2:15][CH2:14][CH2:13]1)[C:25]1[CH:30]=[CH:29][CH:28]=[CH:27][CH:26]=1. The catalyst class is: 3. (3) Reactant: [OH:1][C:2]1[CH:11]=[CH:10][CH:9]=[CH:8][C:3]=1[C:4]([O:6][CH3:7])=[O:5].[N+:12]([O-])([OH:14])=[O:13]. Product: [OH:1][C:2]1[C:11]([N+:12]([O-:14])=[O:13])=[CH:10][CH:9]=[CH:8][C:3]=1[C:4]([O:6][CH3:7])=[O:5]. The catalyst class is: 15. (4) Reactant: [CH3:1][N:2]1[C:6]([C:7]2[CH:8]=[C:9]([NH2:23])[CH:10]=[CH:11][C:12]=2[O:13][CH2:14][CH2:15][N:16]2[CH2:22][CH2:21][CH2:20][O:19][CH2:18][CH2:17]2)=[CH:5][CH:4]=[N:3]1.CC(N(C)C)=O.Cl[C:31]([O:33][CH:34]([CH3:36])[CH3:35])=[O:32]. Product: [CH:34]([O:33][C:31](=[O:32])[NH:23][C:9]1[CH:10]=[CH:11][C:12]([O:13][CH2:14][CH2:15][N:16]2[CH2:22][CH2:21][CH2:20][O:19][CH2:18][CH2:17]2)=[C:7]([C:6]2[N:2]([CH3:1])[N:3]=[CH:4][CH:5]=2)[CH:8]=1)([CH3:36])[CH3:35]. The catalyst class is: 16. (5) Reactant: O1C2C=CC=CC=2OB1.[Br:10][C:11]1[C:12]([N:27]2[CH2:30][C:29]([CH3:32])([CH3:31])[CH2:28]2)=[C:13]([C:19](=[O:26])[C:20]([O:22][CH:23]([CH3:25])[CH3:24])=[O:21])[C:14]([CH3:18])=[N:15][C:16]=1[CH3:17].CB1N2CCC[C@@H]2C(C2C=CC=CC=2)(C2C=CC=CC=2)O1. Product: [Br:10][C:11]1[C:12]([N:27]2[CH2:30][C:29]([CH3:32])([CH3:31])[CH2:28]2)=[C:13]([C@H:19]([OH:26])[C:20]([O:22][CH:23]([CH3:25])[CH3:24])=[O:21])[C:14]([CH3:18])=[N:15][C:16]=1[CH3:17]. The catalyst class is: 11. (6) Reactant: Cl.[NH2:2][C:3]([CH3:8])([CH3:7])[CH:4]([OH:6])[CH3:5].C(N(CC)CC)C.[Br:16][C:17]1[CH:22]=[CH:21][C:20]([S:23](Cl)(=[O:25])=[O:24])=[CH:19][CH:18]=1. Product: [Br:16][C:17]1[CH:22]=[CH:21][C:20]([S:23]([NH:2][C:3]([CH3:8])([CH3:7])[CH:4]([OH:6])[CH3:5])(=[O:25])=[O:24])=[CH:19][CH:18]=1. The catalyst class is: 4.